Dataset: Full USPTO retrosynthesis dataset with 1.9M reactions from patents (1976-2016). Task: Predict the reactants needed to synthesize the given product. (1) Given the product [OH:13][CH:8]([C:7]([O:26][CH3:25])([C:1]1[CH:2]=[CH:3][CH:4]=[CH:5][CH:6]=1)[C:14]1[CH:19]=[CH:18][CH:17]=[CH:16][CH:15]=1)[C:9]([O:11][CH3:12])=[O:10], predict the reactants needed to synthesize it. The reactants are: [C:1]1([C:7]2([C:14]3[CH:19]=[CH:18][CH:17]=[CH:16][CH:15]=3)[O:13][CH:8]2[C:9]([O:11][CH3:12])=[O:10])[CH:6]=[CH:5][CH:4]=[CH:3][CH:2]=1.B(F)(F)F.C[CH2:25][O:26]CC. (2) Given the product [F:65][C:19]1([F:18])[CH2:24][CH2:23][CH:22]([C:25]2[C:34]3[CH:33]([OH:35])[CH2:32][C:31]([CH3:45])([CH3:46])[CH2:30][C:29]=3[N:28]=[C:27]([CH:47]3[CH2:52][CH2:51][N:50]([C:2]4[N:7]=[CH:6][C:5]([S:8][CH3:9])=[CH:4][N:3]=4)[CH2:49][CH2:48]3)[C:26]=2[CH:53]([F:64])[C:54]2[CH:59]=[CH:58][C:57]([C:60]([F:62])([F:63])[F:61])=[CH:56][CH:55]=2)[CH2:21][CH2:20]1, predict the reactants needed to synthesize it. The reactants are: Cl[C:2]1[N:7]=[CH:6][C:5]([S:8][CH3:9])=[CH:4][N:3]=1.BrC1C=NC(Cl)=NC=1.[F:18][C:19]1([F:65])[CH2:24][CH2:23][CH:22]([C:25]2[C:34]3[CH:33]([O:35]CC4C=CC(OC)=CC=4)[CH2:32][C:31]([CH3:46])([CH3:45])[CH2:30][C:29]=3[N:28]=[C:27]([CH:47]3[CH2:52][CH2:51][NH:50][CH2:49][CH2:48]3)[C:26]=2[CH:53]([F:64])[C:54]2[CH:59]=[CH:58][C:57]([C:60]([F:63])([F:62])[F:61])=[CH:56][CH:55]=2)[CH2:21][CH2:20]1.